From a dataset of Reaction yield outcomes from USPTO patents with 853,638 reactions. Predict the reaction yield, written as a fraction of the theoretical maximum amount of product (1.0 means a 100% yield; for example, 0.34 means a 34% yield). (1) The reactants are [NH2:1][CH2:2][C@@H:3]([NH:6][C:7](=[O:13])[O:8][C:9]([CH3:12])([CH3:11])[CH3:10])[CH2:4][CH3:5].C(N(CC)CC)C.Cl[C:22](=[O:27])[C:23]([O:25][CH3:26])=[O:24]. The catalyst is C(Cl)Cl.[Cl-].[Na+].O. The product is [C:9]([O:8][C:7]([NH:6][C@@H:3]([CH2:4][CH3:5])[CH2:2][NH:1][C:22](=[O:27])[C:23]([O:25][CH3:26])=[O:24])=[O:13])([CH3:12])([CH3:11])[CH3:10]. The yield is 0.960. (2) The catalyst is O1CCOCC1. The yield is 0.510. The reactants are Cl[C:2]1[N:7]=[C:6]([S:8][C:9]2[CH:18]=[CH:17][C:12]([C:13]([O:15][CH3:16])=[O:14])=[CH:11][CH:10]=2)[CH:5]=[CH:4][N:3]=1.[O:19]1[CH2:24][CH2:23][N:22]([C:25]2[CH:31]=[CH:30][C:28]([NH2:29])=[CH:27][CH:26]=2)[CH2:21][CH2:20]1.O.C1(C)C=CC(S(O)(=O)=O)=CC=1.O. The product is [O:19]1[CH2:20][CH2:21][N:22]([C:25]2[CH:26]=[CH:27][C:28]([NH:29][C:2]3[N:7]=[C:6]([S:8][C:9]4[CH:18]=[CH:17][C:12]([C:13]([O:15][CH3:16])=[O:14])=[CH:11][CH:10]=4)[CH:5]=[CH:4][N:3]=3)=[CH:30][CH:31]=2)[CH2:23][CH2:24]1. (3) No catalyst specified. The reactants are Br[C:2]1[S:6][C:5]([NH:7][C:8]([NH:10][C:11]2[CH:16]=[CH:15][C:14]([CH3:17])=[CH:13][C:12]=2[C:18]([CH:20]2[CH2:24][CH2:23][CH2:22][CH2:21]2)=[O:19])=[O:9])=[N:4][CH:3]=1.[OH:25][CH2:26][CH2:27][SH:28]. The yield is 0.280. The product is [CH:20]1([C:18]([C:12]2[CH:13]=[C:14]([CH3:17])[CH:15]=[CH:16][C:11]=2[NH:10][C:8]([NH:7][C:5]2[S:6][C:2]([S:28][CH2:27][CH2:26][OH:25])=[CH:3][N:4]=2)=[O:9])=[O:19])[CH2:24][CH2:23][CH2:22][CH2:21]1. (4) The reactants are [F:1][C:2]1[CH:3]=[C:4]([C:13]2[CH:22]=[CH:21][C:20]3[C:15](=[CH:16][CH:17]=[C:18]([O:23]C)[CH:19]=3)[C:14]=2[O:25][C:26]2[CH:40]=[CH:39][C:29]([O:30][CH2:31][CH2:32][N:33]3[CH2:38][CH2:37][CH2:36][CH2:35][CH2:34]3)=[CH:28][CH:27]=2)[CH:5]=[C:6]([F:12])[C:7]=1[S:8]([CH3:11])(=[O:10])=[O:9].[ClH:41].B(Br)(Br)Br. The catalyst is C(OCC)(=O)C.C(OCC)C. The product is [ClH:41].[F:1][C:2]1[CH:3]=[C:4]([C:13]2[C:14]([O:25][C:26]3[CH:27]=[CH:28][C:29]([O:30][CH2:31][CH2:32][N:33]4[CH2:34][CH2:35][CH2:36][CH2:37][CH2:38]4)=[CH:39][CH:40]=3)=[C:15]3[C:20](=[CH:21][CH:22]=2)[CH:19]=[C:18]([OH:23])[CH:17]=[CH:16]3)[CH:5]=[C:6]([F:12])[C:7]=1[S:8]([CH3:11])(=[O:10])=[O:9]. The yield is 0.200. (5) The reactants are [NH2:1][C:2]1[CH:3]=[C:4]([N:9]2[CH2:18][C:17]3[C:12](=[N:13][C:14](SC)=[N:15][CH:16]=3)[N:11]([CH3:21])[C:10]2=[O:22])[CH:5]=[CH:6][C:7]=1[F:8].ClC1C=C(C=CC=1)C(OO)=O.[NH3:34].O1CCOCC1. The catalyst is C(Cl)Cl. The product is [NH2:34][C:14]1[N:13]=[C:12]2[N:11]([CH3:21])[C:10](=[O:22])[N:9]([C:4]3[CH:5]=[CH:6][C:7]([F:8])=[C:2]([NH2:1])[CH:3]=3)[CH2:18][C:17]2=[CH:16][N:15]=1. The yield is 0.770. (6) The reactants are [Cl:1][C:2]1[CH:3]=[C:4]2[C:9](=[CH:10][C:11]=1[F:12])[NH:8][C:7](=[O:13])[C:6]([C@H:14]([NH:16][S@@](C(C)(C)C)=O)[CH3:15])=[CH:5]2.Cl. The catalyst is CO.O1CCOCC1. The product is [ClH:1].[NH2:16][C@@H:14]([C:6]1[C:7](=[O:13])[NH:8][C:9]2[C:4]([CH:5]=1)=[CH:3][C:2]([Cl:1])=[C:11]([F:12])[CH:10]=2)[CH3:15]. The yield is 0.990.